From a dataset of Full USPTO retrosynthesis dataset with 1.9M reactions from patents (1976-2016). Predict the reactants needed to synthesize the given product. (1) Given the product [CH3:28][C:23]1([CH3:29])[C:24]([CH3:27])([CH3:26])[O:25][B:21]([C:10]2[CH2:11][CH2:12][CH:7]([C:1]3[CH:6]=[CH:5][CH:4]=[CH:3][CH:2]=3)[CH2:8][CH:9]=2)[O:22]1, predict the reactants needed to synthesize it. The reactants are: [C:1]1([CH:7]2[CH2:12][CH2:11][C:10](OS(C(F)(F)F)(=O)=O)=[CH:9][CH2:8]2)[CH:6]=[CH:5][CH:4]=[CH:3][CH:2]=1.[B:21]1([B:21]2[O:25][C:24]([CH3:27])([CH3:26])[C:23]([CH3:29])([CH3:28])[O:22]2)[O:25][C:24]([CH3:27])([CH3:26])[C:23]([CH3:29])([CH3:28])[O:22]1.C([O-])(=O)C.[K+]. (2) Given the product [CH2:1]([CH:8]1[CH2:13][CH2:12][N:11]([CH2:17][CH2:16][CH:14]([OH:15])[C:18]2[CH:23]=[CH:22][CH:21]=[CH:20][CH:19]=2)[CH2:10][CH2:9]1)[C:2]1[CH:7]=[CH:6][CH:5]=[CH:4][CH:3]=1, predict the reactants needed to synthesize it. The reactants are: [CH2:1]([CH:8]1[CH2:13][CH2:12][NH:11][CH2:10][CH2:9]1)[C:2]1[CH:7]=[CH:6][CH:5]=[CH:4][CH:3]=1.[CH:14]([CH:16]=[CH2:17])=[O:15].[C:18]1([Mg]Cl)[CH:23]=[CH:22][CH:21]=[CH:20][CH:19]=1.[OH-].[Na+].